This data is from Forward reaction prediction with 1.9M reactions from USPTO patents (1976-2016). The task is: Predict the product of the given reaction. Given the reactants Br[C:2]1[CH:11]=[CH:10][C:9]2[C:4](=[N:5][C:6](Br)=[CH:7][CH:8]=2)[N:3]=1.[CH3:13][O:14][C:15]([C:17]1[CH:18]=[C:19](B(O)O)[CH:20]=[CH:21][CH:22]=1)=[O:16].[F-].[Cs+], predict the reaction product. The product is: [N:3]1[C:4]2[C:9](=[CH:8][CH:7]=[C:6]([C:21]3[CH:22]=[C:17]([CH:18]=[CH:19][CH:20]=3)[C:15]([O:14][CH3:13])=[O:16])[N:5]=2)[CH:10]=[CH:11][C:2]=1[C:21]1[CH:22]=[C:17]([CH:18]=[CH:19][CH:20]=1)[C:15]([O:14][CH3:13])=[O:16].